This data is from Forward reaction prediction with 1.9M reactions from USPTO patents (1976-2016). The task is: Predict the product of the given reaction. Given the reactants [C:1]1([O:7][S:8]([O-:11])(=[O:10])=[O:9])[CH:6]=[CH:5][CH:4]=[CH:3][CH:2]=1.C[N+](C)(C)C.S([O-])(O)(=O)=O.[C:22]([C:27]1[CH:32]=[CH:31][C:30]([I+:33][C:34]2[CH:39]=[CH:38][C:37]([C:40]([CH2:43][CH3:44])([CH3:42])[CH3:41])=[CH:36][CH:35]=2)=[CH:29][CH:28]=1)([CH2:25][CH3:26])([CH3:24])[CH3:23].C(Cl)Cl, predict the reaction product. The product is: [C:1]1([O:7][S:8]([O-:11])(=[O:10])=[O:9])[CH:2]=[CH:3][CH:4]=[CH:5][CH:6]=1.[C:40]([C:37]1[CH:38]=[CH:39][C:34]([I+:33][C:30]2[CH:31]=[CH:32][C:27]([C:22]([CH2:25][CH3:26])([CH3:24])[CH3:23])=[CH:28][CH:29]=2)=[CH:35][CH:36]=1)([CH2:43][CH3:44])([CH3:42])[CH3:41].